From a dataset of Forward reaction prediction with 1.9M reactions from USPTO patents (1976-2016). Predict the product of the given reaction. (1) Given the reactants N[C:2]1[CH:3]=[CH:4][C:5]([C:12]2[CH:17]=[CH:16][C:15]([O:18][Si:19]([C:22]([CH3:25])([CH3:24])[CH3:23])([CH3:21])[CH3:20])=[CH:14][CH:13]=2)=[C:6]2[C:10]=1[C:9](=[O:11])[NH:8][CH2:7]2.[I-:26].[K+].II.[N+]([O-])(OC(C)(C)C)=O, predict the reaction product. The product is: [I:26][C:2]1[CH:3]=[CH:4][C:5]([C:12]2[CH:17]=[CH:16][C:15]([O:18][Si:19]([C:22]([CH3:25])([CH3:24])[CH3:23])([CH3:21])[CH3:20])=[CH:14][CH:13]=2)=[C:6]2[C:10]=1[C:9](=[O:11])[NH:8][CH2:7]2. (2) Given the reactants [Li+].CC([N-]C(C)C)C.[Si:9]([N:16]1[C:19](=[O:20])[CH2:18][C@H:17]1[C:21]([OH:23])=[O:22])([C:12]([CH3:15])([CH3:14])[CH3:13])([CH3:11])[CH3:10].N1CCC1.CC(C1C=C(C(C)C)C(S([N:43]=[N+:44]=[N-:45])(=O)=O)=C(C(C)C)C=1)C, predict the reaction product. The product is: [N:43]([C@H:18]1[C:19](=[O:20])[N:16]([Si:9]([C:12]([CH3:15])([CH3:14])[CH3:13])([CH3:11])[CH3:10])[C@@H:17]1[C:21]([OH:23])=[O:22])=[N+:44]=[N-:45]. (3) Given the reactants [CH3:1][O:2][C:3]1[C:8]([CH3:9])=[C:7]([C:10]2[CH:11]=[CH:12][C:13]3[C:14]4[N:23]([C@H:24]5[CH2:28][CH2:27][O:26][CH2:25]5)[N:22]=[CH:21][C:15]=4[C:16](=[O:20])[NH:17][C:18]=3[CH:19]=2)[C:6]([CH3:29])=[CH:5][N:4]=1.[ClH:30], predict the reaction product. The product is: [ClH:30].[CH3:1][O:2][C:3]1[C:8]([CH3:9])=[C:7]([C:10]2[CH:11]=[CH:12][C:13]3[C:14]4[N:23]([C@H:24]5[CH2:28][CH2:27][O:26][CH2:25]5)[N:22]=[CH:21][C:15]=4[C:16](=[O:20])[NH:17][C:18]=3[CH:19]=2)[C:6]([CH3:29])=[CH:5][N:4]=1. (4) Given the reactants [H-].[H-].[H-].[H-].[Li+].[Al+3].[Cl:7][C:8]1[CH:13]=[CH:12][C:11]([C:14]2[CH:18]=[C:17]([F:19])[S:16][C:15]=2[CH2:20][O:21][C:22]2[CH:27]=[CH:26][C:25]([CH2:28][CH2:29][C:30](OCC)=[O:31])=[C:24]([CH3:35])[C:23]=2[CH3:36])=[CH:10][CH:9]=1, predict the reaction product. The product is: [Cl:7][C:8]1[CH:13]=[CH:12][C:11]([C:14]2[CH:18]=[C:17]([F:19])[S:16][C:15]=2[CH2:20][O:21][C:22]2[CH:27]=[CH:26][C:25]([CH2:28][CH2:29][CH2:30][OH:31])=[C:24]([CH3:35])[C:23]=2[CH3:36])=[CH:10][CH:9]=1. (5) Given the reactants Cl.[S:2]1[CH2:6][C@@H:5]([C:7]([NH2:9])=[O:8])[NH:4][CH2:3]1.CCN(CC)CC.[Cl:17][CH2:18][C:19](Cl)=[O:20], predict the reaction product. The product is: [Cl:17][CH2:18][C:19]([N:4]1[C@H:5]([C:7]([NH2:9])=[O:8])[CH2:6][S:2][CH2:3]1)=[O:20]. (6) The product is: [F:12][C:7]1[CH:6]=[C:5]([CH:3]([OH:4])[CH:2]([NH:1][C:35]([C:28]2[C:29]3[C:34](=[CH:33][CH:32]=[CH:31][CH:30]=3)[C:25]([F:24])=[CH:26][CH:27]=2)=[O:36])[CH2:13][C:14]2[CH:19]=[CH:18][C:17]([C:20]([F:23])([F:22])[F:21])=[CH:16][CH:15]=2)[CH:10]=[CH:9][C:8]=1[F:11]. Given the reactants [NH2:1][CH:2]([CH2:13][C:14]1[CH:19]=[CH:18][C:17]([C:20]([F:23])([F:22])[F:21])=[CH:16][CH:15]=1)[CH:3]([C:5]1[CH:10]=[CH:9][C:8]([F:11])=[C:7]([F:12])[CH:6]=1)[OH:4].[F:24][C:25]1[C:34]2[C:29](=[CH:30][CH:31]=[CH:32][CH:33]=2)[C:28]([C:35](O)=[O:36])=[CH:27][CH:26]=1.Cl.C(N=C=NCCCN(C)C)C.ON1C2C=CC=CC=2N=N1, predict the reaction product.